From a dataset of Full USPTO retrosynthesis dataset with 1.9M reactions from patents (1976-2016). Predict the reactants needed to synthesize the given product. (1) Given the product [Br:10][C:6]1[CH:5]=[C:4]([C:2](=[N:29][C:28]2[C:30]([CH:34]([CH3:35])[CH3:36])=[CH:31][CH:32]=[CH:33][C:27]=2[CH:24]([CH3:26])[CH3:25])[CH3:1])[CH:9]=[CH:8][CH:7]=1, predict the reactants needed to synthesize it. The reactants are: [CH3:1][C:2]([C:4]1[CH:9]=[CH:8][CH:7]=[C:6]([Br:10])[CH:5]=1)=O.[Si](OCC)(OCC)(OCC)OCC.[CH:24]([C:27]1[CH:33]=[CH:32][CH:31]=[C:30]([CH:34]([CH3:36])[CH3:35])[C:28]=1[NH2:29])([CH3:26])[CH3:25].OS(O)(=O)=O. (2) Given the product [Br:15][C:13]1[CH:14]=[C:9]([N:8]([CH2:1][C:2]2[CH:3]=[CH:4][CH:5]=[CH:6][CH:7]=2)[CH2:17][C:18]2[CH:23]=[CH:22][CH:21]=[CH:20][CH:19]=2)[C:10]([F:16])=[C:11]([CH:12]=1)[C:44]([OH:46])=[O:45], predict the reactants needed to synthesize it. The reactants are: [CH2:1]([N:8]([CH2:17][C:18]1[CH:23]=[CH:22][CH:21]=[CH:20][CH:19]=1)[C:9]1[CH:14]=[C:13]([Br:15])[CH:12]=[CH:11][C:10]=1[F:16])[C:2]1[CH:7]=[CH:6][CH:5]=[CH:4][CH:3]=1.C([N-]C(C)C)(C)C.[Li+].C([Li])CCC.C(NC(C)C)(C)C.[C:44](=[O:46])=[O:45]. (3) Given the product [CH2:9]([O:8][C:6]1[N:5]=[C:4]([S:11][CH3:12])[N:3]=[C:2]([C:19]2[S:20][C:16]([C:13](=[O:15])[CH3:14])=[CH:17][CH:18]=2)[CH:7]=1)[CH3:10], predict the reactants needed to synthesize it. The reactants are: Cl[C:2]1[CH:7]=[C:6]([O:8][CH2:9][CH3:10])[N:5]=[C:4]([S:11][CH3:12])[N:3]=1.[C:13]([C:16]1[S:20][C:19](B(O)O)=[CH:18][CH:17]=1)(=[O:15])[CH3:14].C(=O)([O-])[O-].O. (4) Given the product [F:1][C:2]1[C:3]([NH:19][C@@H:20]2[CH2:25][CH2:24][CH2:23][N:22]([C:26](=[O:29])[CH:27]=[CH2:28])[CH2:21]2)=[N:4][C:5]([NH:8][C:9]2[CH:18]=[C:17]3[C:12]([CH2:13][CH2:14][N:15]([CH2:47][CH:48]4[CH2:51][O:50][CH2:49]4)[CH2:16]3)=[CH:11][CH:10]=2)=[N:6][CH:7]=1, predict the reactants needed to synthesize it. The reactants are: [F:1][C:2]1[C:3]([NH:19][C@@H:20]2[CH2:25][CH2:24][CH2:23][N:22]([C:26](=[O:29])[CH:27]=[CH2:28])[CH2:21]2)=[N:4][C:5]([NH:8][C:9]2[CH:18]=[C:17]3[C:12]([CH2:13][CH2:14][NH:15][CH2:16]3)=[CH:11][CH:10]=2)=[N:6][CH:7]=1.C([O-])([O-])=O.[K+].[K+].CC1C=CC(S(O[CH2:47][CH:48]2[CH2:51][O:50][CH2:49]2)(=O)=O)=CC=1. (5) The reactants are: C(OC([N:8]1[CH2:13][CH2:12][CH:11]([CH2:14][N:15]([CH2:23][C:24]2[CH:32]=[CH:31][C:27]([C:28]([OH:30])=[O:29])=[CH:26][CH:25]=2)[C:16](=[O:22])[C:17]([O:19][CH2:20][CH3:21])=[O:18])[CH2:10][CH2:9]1)=O)(C)(C)C.C(O)(C(F)(F)F)=O. Given the product [CH2:20]([O:19][C:17](=[O:18])[C:16]([N:15]([CH2:23][C:24]1[CH:32]=[CH:31][C:27]([C:28]([OH:30])=[O:29])=[CH:26][CH:25]=1)[CH2:14][CH:11]1[CH2:12][CH2:13][NH:8][CH2:9][CH2:10]1)=[O:22])[CH3:21], predict the reactants needed to synthesize it. (6) The reactants are: [CH2:1]([N:8]([CH2:14][C:15]1[CH:16]=[C:17]([CH:22]=[CH:23][C:24]=1Br)[C:18]([NH:20][CH3:21])=[O:19])[C:9]([CH:11]1[CH2:13][CH2:12]1)=[O:10])[C:2]1[CH:7]=[CH:6][CH:5]=[CH:4][CH:3]=1.[B:26]1([B:26]2[O:30][C:29]([CH3:32])([CH3:31])[C:28]([CH3:34])([CH3:33])[O:27]2)[O:30][C:29]([CH3:32])([CH3:31])[C:28]([CH3:34])([CH3:33])[O:27]1. Given the product [CH2:1]([N:8]([CH2:14][C:15]1[CH:16]=[C:17]([CH:22]=[CH:23][C:24]=1[B:26]1[O:30][C:29]([CH3:32])([CH3:31])[C:28]([CH3:34])([CH3:33])[O:27]1)[C:18]([NH:20][CH3:21])=[O:19])[C:9]([CH:11]1[CH2:13][CH2:12]1)=[O:10])[C:2]1[CH:7]=[CH:6][CH:5]=[CH:4][CH:3]=1, predict the reactants needed to synthesize it. (7) Given the product [OH:19][C:18]1[N:39]=[N:38][C:23]([OH:25])=[C:15]2[S:14][C:13]([C:10]3[C:9]([C:28]4[S:29][CH:30]=[C:31]([C:33]([F:36])([F:34])[F:35])[N:32]=4)=[CH:8][C:7]([NH:6][C:5]([NH:4][CH2:1][CH2:2][CH3:3])=[O:37])=[N:12][CH:11]=3)=[N:17][C:16]=12, predict the reactants needed to synthesize it. The reactants are: [CH2:1]([NH:4][C:5](=[O:37])[NH:6][C:7]1[N:12]=[CH:11][C:10]([C:13]2[S:14][C:15]([C:23]([O:25]CC)=O)=[C:16]([C:18](OCC)=[O:19])[N:17]=2)=[C:9]([C:28]2[S:29][CH:30]=[C:31]([C:33]([F:36])([F:35])[F:34])[N:32]=2)[CH:8]=1)[CH2:2][CH3:3].[NH2:38][NH2:39].Cl. (8) Given the product [OH:1][C@@:2]([C@H:11]1[O:16][CH2:15][CH2:14][NH:13][C:12]1=[O:26])([CH3:10])[C:3]([O:5][C:6]([CH3:7])([CH3:8])[CH3:9])=[O:4], predict the reactants needed to synthesize it. The reactants are: [OH:1][C@@:2]([C@H:11]1[O:16][CH2:15][CH2:14][N:13](CC2C=CC(OC)=CC=2)[C:12]1=[O:26])([CH3:10])[C:3]([O:5][C:6]([CH3:9])([CH3:8])[CH3:7])=[O:4].CC#N.O.O=[N+]([O-])[O-].[O-][N+](=O)[O-].[O-][N+](=O)[O-].[O-][N+](=O)[O-].[O-][N+](=O)[O-].[O-][N+](=O)[O-].[Ce+4].[NH4+].[NH4+].